Dataset: Serine/threonine kinase 33 screen with 319,792 compounds. Task: Binary Classification. Given a drug SMILES string, predict its activity (active/inactive) in a high-throughput screening assay against a specified biological target. (1) The molecule is Brc1c(OCc2onc(n2)c2ncccc2)ccc(Cl)c1. The result is 0 (inactive). (2) The compound is S(=O)(=O)(N1CCC(CC1)C(=O)NC1CCCc2c1cccc2)c1c2nonc2ccc1. The result is 0 (inactive). (3) The molecule is S(=O)(=O)(N1CCN(CC1)C(=O)CCCOc1ccc(cc1)C(=O)C)c1sccc1. The result is 0 (inactive). (4) The drug is O\1c2c(C(=O)C1=C/c1cc(O)c(O)cc1)ccc(O)c2. The result is 1 (active). (5) The molecule is Brc1ccc(cc1)C(=O)N\N=C\c1cc(OCc2ccccc2)ccc1. The result is 0 (inactive).